From a dataset of Forward reaction prediction with 1.9M reactions from USPTO patents (1976-2016). Predict the product of the given reaction. (1) Given the reactants [O:1]=[C:2]([CH2:28][O:29][C:30]1[CH:35]=[CH:34][CH:33]=[CH:32][CH:31]=1)/[CH:3]=[CH:4]/[C@@H:5]1[C@@H:13]2[C@@H:8]([S:9][C@@H:10]([CH2:14][CH2:15][CH2:16][C:17]([O:19][CH3:20])=[O:18])[CH2:11][CH2:12]2)[CH2:7][C@H:6]1[O:21][CH:22]1[CH2:27][CH2:26][CH2:25][CH2:24][O:23]1.B1(C)OC(C2C=CC=CC=2)(C2C=CC=CC=2)[C@@H]2N1CCC2.CO, predict the reaction product. The product is: [OH:1][C@@H:2]([CH2:28][O:29][C:30]1[CH:35]=[CH:34][CH:33]=[CH:32][CH:31]=1)/[CH:3]=[CH:4]/[C@@H:5]1[C@@H:13]2[C@@H:8]([S:9][C@@H:10]([CH2:14][CH2:15][CH2:16][C:17]([O:19][CH3:20])=[O:18])[CH2:11][CH2:12]2)[CH2:7][C@H:6]1[O:21][CH:22]1[CH2:27][CH2:26][CH2:25][CH2:24][O:23]1. (2) Given the reactants [Cl:1][C:2]1[CH:3]=[CH:4][C:5]([C:12](=O)[CH2:13][CH3:14])=[C:6]([S:8](Cl)(=[O:10])=[O:9])[CH:7]=1.O.[NH2:17][NH2:18], predict the reaction product. The product is: [CH2:13]([C:12]1[C:5]2[CH:4]=[CH:3][C:2]([Cl:1])=[CH:7][C:6]=2[S:8](=[O:10])(=[O:9])[NH:18][N:17]=1)[CH3:14]. (3) Given the reactants [F:1][C:2]1[CH:3]=[C:4]2[C:8](=[CH:9][CH:10]=1)[NH:7][C:6](=[O:11])[C:5]2=[N:12][N:13]=[CH:14][C:15]1[CH:23]=[CH:22][C:18]([C:19](O)=[O:20])=[CH:17][CH:16]=1.Cl.C(N=C=NCCCN(C)C)C.OC1C2N=NNC=2C=CC=1.C(N(CC)CC)C.Cl.[CH3:54][O:55][C:56](=[O:65])[CH2:57][CH2:58][CH2:59][CH2:60][CH2:61][CH2:62][CH2:63][NH2:64], predict the reaction product. The product is: [CH3:54][O:55][C:56](=[O:65])[CH2:57][CH2:58][CH2:59][CH2:60][CH2:61][CH2:62][CH2:63][NH:64][C:19](=[O:20])[C:18]1[CH:22]=[CH:23][C:15]([CH:14]=[N:13][N:12]=[C:5]2[C:4]3[C:8](=[CH:9][CH:10]=[C:2]([F:1])[CH:3]=3)[NH:7][C:6]2=[O:11])=[CH:16][CH:17]=1. (4) Given the reactants Br[C:2]1[N:3]([CH2:9][O:10][CH2:11][CH2:12][Si:13]([CH3:16])([CH3:15])[CH3:14])[C:4]([Br:8])=[C:5]([Br:7])[N:6]=1.C(=O)([O-])[O-].[Cs+].[Cs+].[Cl:23][C:24]1[CH:29]=[CH:28][CH:27]=[CH:26][C:25]=1B(O)O, predict the reaction product. The product is: [Br:7][C:5]1[N:6]=[C:2]([C:25]2[CH:26]=[CH:27][CH:28]=[CH:29][C:24]=2[Cl:23])[N:3]([CH2:9][O:10][CH2:11][CH2:12][Si:13]([CH3:16])([CH3:15])[CH3:14])[C:4]=1[Br:8]. (5) Given the reactants [Si]([O:8][C@H:9]1[CH2:18][C:17]([CH3:20])([CH3:19])[C@@H:16](CC([O-])=O)[C:15]2[N:14]=[C:13]([CH:25]3[CH2:30][CH2:29][O:28][CH2:27][CH2:26]3)[C:12]3[C@@H:31]([C:38]4[CH:43]=[CH:42][C:41]([C:44]([CH3:47])([CH3:46])[CH3:45])=[CH:40][CH:39]=4)[O:32][C:33]4([CH2:37][CH2:36][CH2:35][CH2:34]4)[C:11]=3[C:10]1=2)(C(C)(C)C)(C)C.C(=O)([O-])[O-:49].[K+].[K+], predict the reaction product. The product is: [C:44]([C:41]1[CH:42]=[CH:43][C:38]([C@@H:31]2[C:12]3[C:13]([CH:25]4[CH2:30][CH2:29][O:28][CH2:27][CH2:26]4)=[N:14][C:15]4[C@H:16]([OH:49])[C:17]([CH3:20])([CH3:19])[CH2:18][C@H:9]([OH:8])[C:10]=4[C:11]=3[C:33]3([CH2:34][CH2:35][CH2:36][CH2:37]3)[O:32]2)=[CH:39][CH:40]=1)([CH3:47])([CH3:45])[CH3:46].